This data is from hERG Central: cardiac toxicity at 1µM, 10µM, and general inhibition. The task is: Predict hERG channel inhibition at various concentrations. (1) Results: hERG_inhib (hERG inhibition (general)): blocker. The compound is COc1ccc(C(=O)c2c3ccc(C(F)(F)F)cc3[n+]([O-])n2CCCC(N)=O)cc1. (2) The molecule is CC(C)(C)C(=O)N1CCN(c2ccnc3cc(Cl)ccc23)CC1. Results: hERG_inhib (hERG inhibition (general)): blocker. (3) The drug is COC(=O)c1ccccc1S(=O)(=O)N1CCC(C(=O)OCc2ccc([N+](=O)[O-])cc2)CC1. Results: hERG_inhib (hERG inhibition (general)): blocker. (4) The drug is CCOC(=O)N1CCN(C(=O)COC(=O)C2CCN(S(=O)(=O)c3c(C)c(C)cc(C)c3C)CC2)CC1. Results: hERG_inhib (hERG inhibition (general)): blocker. (5) The molecule is COc1ccc(CN2CCCC(C(=O)c3cc(F)ccc3OC)C2)cc1Cn1cncn1. Results: hERG_inhib (hERG inhibition (general)): blocker.